The task is: Regression. Given a peptide amino acid sequence and an MHC pseudo amino acid sequence, predict their binding affinity value. This is MHC class II binding data.. This data is from Peptide-MHC class II binding affinity with 134,281 pairs from IEDB. The binding affinity (normalized) is 0.304. The peptide sequence is KEFDLYKKSGITEVDRT. The MHC is DRB1_0101 with pseudo-sequence DRB1_0101.